Task: Predict the product of the given reaction.. Dataset: Forward reaction prediction with 1.9M reactions from USPTO patents (1976-2016) (1) Given the reactants [OH:1][C:2]1[C:10]([O:11][CH3:12])=[CH:9][C:5]([C:6](O)=[O:7])=[CH:4][C:3]=1[N+:13]([O-:15])=[O:14].S(Cl)([Cl:18])=O.CN(C=O)C, predict the reaction product. The product is: [OH:1][C:2]1[C:10]([O:11][CH3:12])=[CH:9][C:5]([C:6]([Cl:18])=[O:7])=[CH:4][C:3]=1[N+:13]([O-:15])=[O:14]. (2) Given the reactants [CH3:1][O:2][C:3]1[CH:8]=[CH:7][C:6]([C:9]2([C:15]([OH:17])=O)[CH2:14][CH2:13][O:12][CH2:11][CH2:10]2)=[CH:5][CH:4]=1.[CH3:18][N:19]1[CH2:24][CH2:23][NH:22][CH2:21][CH2:20]1.F[B-](F)(F)F.N1(OC(N(C)C)=[N+](C)C)C2C=CC=CC=2N=N1, predict the reaction product. The product is: [CH3:1][O:2][C:3]1[CH:4]=[CH:5][C:6]([C:9]2([C:15]([N:22]3[CH2:23][CH2:24][N:19]([CH3:18])[CH2:20][CH2:21]3)=[O:17])[CH2:10][CH2:11][O:12][CH2:13][CH2:14]2)=[CH:7][CH:8]=1. (3) Given the reactants [F:1][C:2]1[C:3]([CH2:8][O:9][C:10]2[CH:11]=[CH:12][C:13]([CH3:28])=[C:14]([N:16]3[CH2:25][C:24]4[C:19](=[CH:20][CH:21]=[CH:22][C:23]=4[OH:26])[NH:18][C:17]3=[O:27])[CH:15]=2)=[N:4][CH:5]=[CH:6][CH:7]=1.[C:29](=O)([O-])[O-].[K+].[K+].S(OC)(OC)(=O)=O.CS(C)=O, predict the reaction product. The product is: [F:1][C:2]1[C:3]([CH2:8][O:9][C:10]2[CH:11]=[CH:12][C:13]([CH3:28])=[C:14]([N:16]3[CH2:25][C:24]4[C:19](=[CH:20][CH:21]=[CH:22][C:23]=4[O:26][CH3:29])[NH:18][C:17]3=[O:27])[CH:15]=2)=[N:4][CH:5]=[CH:6][CH:7]=1. (4) Given the reactants C(C(CCCC=C)(C(O)=O)C(O)=O)CCC=C.C(OCC)(=O)CC(OCC)=O.[H-].[Na+].BrCCCCC=C.[CH2:38]([C:44]([CH2:51][CH2:52][CH2:53][CH2:54][CH:55]=[CH2:56])(C(O)=O)[C:45]([OH:47])=[O:46])[CH2:39][CH2:40][CH2:41][CH:42]=[CH2:43], predict the reaction product. The product is: [CH2:51]([CH:44]([CH2:38][CH2:39][CH2:40][CH2:41][CH:42]=[CH2:43])[C:45]([OH:47])=[O:46])[CH2:52][CH2:53][CH2:54][CH:55]=[CH2:56]. (5) Given the reactants [Cl:1][C:2]1[N:3]=[C:4](Cl)[C:5]2[N:10]=[CH:9][S:8][C:6]=2[N:7]=1.[CH3:12][S:13]([C:16]1[CH:17]=[C:18]([CH:20]=[CH:21][CH:22]=1)[NH2:19])(=[O:15])=[O:14].CCN(C(C)C)C(C)C.O, predict the reaction product. The product is: [Cl:1][C:2]1[N:3]=[C:4]([NH:19][C:18]2[CH:20]=[CH:21][CH:22]=[C:16]([S:13]([CH3:12])(=[O:15])=[O:14])[CH:17]=2)[C:5]2[N:10]=[CH:9][S:8][C:6]=2[N:7]=1. (6) Given the reactants N1C=CC=CC=1.[N:7]1[C:12]([NH2:13])=[CH:11][CH:10]=[CH:9][C:8]=1[NH2:14].[CH3:15][S:16](Cl)(=[O:18])=[O:17], predict the reaction product. The product is: [NH2:13][C:12]1[N:7]=[C:8]([NH:14][S:16]([CH3:15])(=[O:18])=[O:17])[CH:9]=[CH:10][CH:11]=1. (7) Given the reactants [CH2:1]([N:9]1[C:14](=[O:15])[CH2:13][N:12]([S:16]([C:19]2[CH:24]=[CH:23][C:22]([N:25]3[CH:29]=[CH:28][CH:27]=[CH:26]3)=[CH:21][CH:20]=2)(=[O:18])=[O:17])[CH:11]([C:30]([O:32]C)=[O:31])[CH2:10]1)[CH2:2][CH2:3][CH2:4][CH2:5][CH2:6][CH2:7][CH3:8].[OH-].[Na+], predict the reaction product. The product is: [CH2:1]([N:9]1[C:14](=[O:15])[CH2:13][N:12]([S:16]([C:19]2[CH:20]=[CH:21][C:22]([N:25]3[CH:29]=[CH:28][CH:27]=[CH:26]3)=[CH:23][CH:24]=2)(=[O:17])=[O:18])[CH:11]([C:30]([OH:32])=[O:31])[CH2:10]1)[CH2:2][CH2:3][CH2:4][CH2:5][CH2:6][CH2:7][CH3:8].